Dataset: Full USPTO retrosynthesis dataset with 1.9M reactions from patents (1976-2016). Task: Predict the reactants needed to synthesize the given product. (1) Given the product [ClH:1].[CH:22]1([C:20]([CH:19]([N:7]2[CH2:8][CH2:9][CH:10]3[S:2][C:3](=[O:11])[CH:4]=[C:5]3[CH2:6]2)[C:25]2[CH:30]=[CH:29][CH:28]=[CH:27][C:26]=2[F:31])=[O:21])[CH2:24][CH2:23]1, predict the reactants needed to synthesize it. The reactants are: [ClH:1].[S:2]1[CH:10]2[C:5]([CH2:6][NH:7][CH2:8][CH2:9]2)=[CH:4][C:3]1=[O:11].C(=O)([O-])[O-].[K+].[K+].Br[CH:19]([C:25]1[CH:30]=[CH:29][CH:28]=[CH:27][C:26]=1[F:31])[C:20]([CH:22]1[CH2:24][CH2:23]1)=[O:21]. (2) Given the product [CH3:14][S:11]([NH:10][C:7]1[S:8][CH:9]=[C:5]([C:3]([OH:4])=[O:2])[N:6]=1)(=[O:12])=[O:13], predict the reactants needed to synthesize it. The reactants are: C[O:2][C:3]([C:5]1[N:6]=[C:7]([NH:10][S:11]([CH3:14])(=[O:13])=[O:12])[S:8][CH:9]=1)=[O:4]. (3) The reactants are: Cl.[CH3:2][C@@H:3]1[CH2:8][C@H:7]([C:9]([O:11][CH3:12])=[O:10])[CH2:6][CH2:5][NH:4]1.C(N(C(C)C)CC)(C)C.[C:22]([O:26][C:27](O[C:27]([O:26][C:22]([CH3:25])([CH3:24])[CH3:23])=[O:28])=[O:28])([CH3:25])([CH3:24])[CH3:23].C(O)(=O)C(O)=O. Given the product [CH3:2][C@@H:3]1[CH2:8][C@H:7]([C:9]([O:11][CH3:12])=[O:10])[CH2:6][CH2:5][N:4]1[C:27]([O:26][C:22]([CH3:25])([CH3:24])[CH3:23])=[O:28], predict the reactants needed to synthesize it. (4) Given the product [NH2:10][C:11]1[C:19]2[C:14](=[N:15][C:16]([CH3:24])=[CH:17][C:18]=2[C:20]([F:21])([F:22])[F:23])[S:13][C:12]=1[C:25]([NH:61][CH2:60][CH2:59][CH:53]1[CH2:58][CH2:57][CH2:56][CH2:55][CH2:54]1)=[O:27], predict the reactants needed to synthesize it. The reactants are: CCN(C(C)C)C(C)C.[NH2:10][C:11]1[C:19]2[C:14](=[N:15][C:16]([CH3:24])=[CH:17][C:18]=2[C:20]([F:23])([F:22])[F:21])[S:13][C:12]=1[C:25]([OH:27])=O.CN(C(ON1N=NC2C=CC=NC1=2)=[N+](C)C)C.F[P-](F)(F)(F)(F)F.Cl.[CH:53]1([CH2:59][CH2:60][NH2:61])[CH2:58][CH2:57][CH2:56][CH2:55][CH2:54]1. (5) Given the product [N+:8]([C:5]1[CH:6]=[CH:7][C:2]([C:20]2[CH:21]=[C:16]([CH:17]=[CH:18][CH:19]=2)[C:14]([O:13][CH2:11][CH3:12])=[O:15])=[N:3][CH:4]=1)([O-:10])=[O:9], predict the reactants needed to synthesize it. The reactants are: Cl[C:2]1[CH:7]=[CH:6][C:5]([N+:8]([O-:10])=[O:9])=[CH:4][N:3]=1.[CH2:11]([O:13][C:14]([C:16]1[CH:17]=[C:18](B(O)O)[CH:19]=[CH:20][CH:21]=1)=[O:15])[CH3:12].C([O-])([O-])=O.[Na+].[Na+].C(P(C(C)(C)C)C1C=CC=CC=1C1C(C(C)C)=CC(C(C)C)=CC=1C(C)C)(C)(C)C.